This data is from Peptide-MHC class I binding affinity with 185,985 pairs from IEDB/IMGT. The task is: Regression. Given a peptide amino acid sequence and an MHC pseudo amino acid sequence, predict their binding affinity value. This is MHC class I binding data. (1) The peptide sequence is IVAPYLFWL. The MHC is HLA-A30:02 with pseudo-sequence HLA-A30:02. The binding affinity (normalized) is 0.572. (2) The peptide sequence is AVPNLQSLTNL. The MHC is Patr-B0101 with pseudo-sequence Patr-B0101. The binding affinity (normalized) is 0.0665. (3) The binding affinity (normalized) is 0.542. The MHC is HLA-A01:01 with pseudo-sequence HLA-A01:01. The peptide sequence is ELEASISGKY. (4) The peptide sequence is MLQGRGPLK. The MHC is HLA-A11:01 with pseudo-sequence HLA-A11:01. The binding affinity (normalized) is 0.554. (5) The peptide sequence is VPAWLPLGI. The MHC is HLA-B07:02 with pseudo-sequence HLA-B07:02. The binding affinity (normalized) is 0.390. (6) The peptide sequence is AMFHNGRVV. The MHC is H-2-Kb with pseudo-sequence H-2-Kb. The binding affinity (normalized) is 0.125. (7) The peptide sequence is RTSKASLER. The MHC is HLA-B15:01 with pseudo-sequence HLA-B15:01. The binding affinity (normalized) is 0. (8) The peptide sequence is RTFSPTYGL. The MHC is HLA-A02:01 with pseudo-sequence HLA-A02:01. The binding affinity (normalized) is 0.561. (9) The peptide sequence is ALCRWGLLL. The MHC is HLA-A68:02 with pseudo-sequence HLA-A68:02. The binding affinity (normalized) is 0.149.